This data is from Forward reaction prediction with 1.9M reactions from USPTO patents (1976-2016). The task is: Predict the product of the given reaction. (1) Given the reactants [OH:1][C:2]1[CH:24]=[CH:23][C:22](I)=[CH:21][C:3]=1[C:4]([NH:6][C:7]1[CH:12]=[C:11]([C:13]([F:16])([F:15])[F:14])[CH:10]=[C:9]([C:17]([F:20])([F:19])[F:18])[CH:8]=1)=[O:5].[S:26]1[CH:30]=[CH:29][C:28](B(O)O)=[CH:27]1, predict the reaction product. The product is: [OH:1][C:2]1[CH:24]=[CH:23][C:22]([C:28]2[CH:29]=[CH:30][S:26][CH:27]=2)=[CH:21][C:3]=1[C:4]([NH:6][C:7]1[CH:12]=[C:11]([C:13]([F:16])([F:15])[F:14])[CH:10]=[C:9]([C:17]([F:20])([F:19])[F:18])[CH:8]=1)=[O:5]. (2) Given the reactants [OH-].[Na+].[Cl:3][C:4]1[CH:13]=[C:12]([C:14]([NH:16][C@@H:17]([C:19]2[C:28]3[C:23](=[CH:24][CH:25]=[CH:26][CH:27]=3)[CH:22]=[CH:21][CH:20]=2)[CH3:18])=[O:15])[CH:11]=[C:10]([Cl:29])[C:5]=1[C:6]([O:8]C)=[O:7].N1CC2C(=CC=CC=2)C[C@H]1C(O)=O.CO, predict the reaction product. The product is: [Cl:3][C:4]1[CH:13]=[C:12]([C:14]([NH:16][C@@H:17]([C:19]2[C:28]3[C:23](=[CH:24][CH:25]=[CH:26][CH:27]=3)[CH:22]=[CH:21][CH:20]=2)[CH3:18])=[O:15])[CH:11]=[C:10]([Cl:29])[C:5]=1[C:6]([OH:8])=[O:7]. (3) Given the reactants [C:1]1(=[O:7])[NH:6][CH2:5][CH2:4][CH2:3][CH2:2]1.[OH-].[Na+].[Cl:10][C:11]1[CH:12]=[C:13]([CH:16]=[CH:17][C:18]=1[F:19])[CH2:14]Br.O, predict the reaction product. The product is: [Cl:10][C:11]1[CH:12]=[C:13]([CH:16]=[CH:17][C:18]=1[F:19])[CH2:14][N:6]1[CH2:5][CH2:4][CH2:3][CH2:2][C:1]1=[O:7]. (4) Given the reactants Cl[C:2]1[C:3]([NH2:9])=[N:4][CH:5]=[N:6][C:7]=1Cl.[O:10]([C:17]1[CH:22]=[CH:21][C:20](B(O)O)=[CH:19][CH:18]=1)[C:11]1[CH:16]=[CH:15][CH:14]=[CH:13][CH:12]=1.[NH2:26][CH2:27][C@@H:28]1[CH2:33][CH2:32][N:31]([C:34]([O:36]C(C)(C)C)=O)[CH2:30][C@H:29]1[OH:41].[C:42](O)(=O)[C:43]#[C:44]C, predict the reaction product. The product is: [NH2:9][C:3]1[N:4]=[CH:5][N:6]=[C:7]([NH:26][CH2:27][C@@H:28]2[CH2:33][CH2:32][N:31]([C:34](=[O:36])[C:42]#[C:43][CH3:44])[CH2:30][C@H:29]2[OH:41])[C:2]=1[C:20]1[CH:21]=[CH:22][C:17]([O:10][C:11]2[CH:16]=[CH:15][CH:14]=[CH:13][CH:12]=2)=[CH:18][CH:19]=1. (5) Given the reactants [Cl:1][C:2]1[CH:10]=[CH:9][C:5]([C:6](Cl)=[O:7])=[CH:4][C:3]=1[NH:11][C:12]([C:14]1[CH:15]=[C:16]2[C:21](=[CH:22][CH:23]=1)[N:20]=[CH:19][CH:18]=[CH:17]2)=[O:13].Cl.Cl.[CH3:26][N:27]([CH3:35])[C:28]1[CH:29]=[C:30]([CH:32]=[CH:33][CH:34]=1)[NH2:31], predict the reaction product. The product is: [Cl:1][C:2]1[CH:10]=[CH:9][C:5]([C:6]([NH:31][C:30]2[CH:32]=[CH:33][CH:34]=[C:28]([N:27]([CH3:35])[CH3:26])[CH:29]=2)=[O:7])=[CH:4][C:3]=1[NH:11][C:12]([C:14]1[CH:15]=[C:16]2[C:21](=[CH:22][CH:23]=1)[N:20]=[CH:19][CH:18]=[CH:17]2)=[O:13]. (6) Given the reactants [CH2:1]([N:8]([CH3:29])[CH2:9][CH2:10][CH2:11][N:12]([CH2:20][C:21]1[CH:26]=[C:25]([CH:27]=O)[CH:24]=[CH:23][N:22]=1)[C:13](=[O:19])[O:14][C:15]([CH3:18])([CH3:17])[CH3:16])[C:2]1[CH:7]=[CH:6][CH:5]=[CH:4][CH:3]=1.[CH:30]1([NH2:33])[CH2:32][CH2:31]1, predict the reaction product. The product is: [CH2:1]([N:8]([CH3:29])[CH2:9][CH2:10][CH2:11][N:12]([CH2:20][C:21]1[CH:26]=[C:25]([CH2:27][NH:33][CH:30]2[CH2:32][CH2:31]2)[CH:24]=[CH:23][N:22]=1)[C:13](=[O:19])[O:14][C:15]([CH3:18])([CH3:17])[CH3:16])[C:2]1[CH:7]=[CH:6][CH:5]=[CH:4][CH:3]=1. (7) Given the reactants [C:1]1([CH2:7][CH2:8][CH2:9][C:10]([N:12]2[C@@H:19]([C:20]([CH3:23])([CH3:22])[CH3:21])[CH2:18][CH2:17][C@H:13]2[C:14](O)=[O:15])=[O:11])[CH:6]=[CH:5][CH:4]=[CH:3][CH:2]=1.FC(F)(F)C(O)=O.[C:31]([O:34][CH2:35][C:36]([C@@H:38]1[CH2:42][CH2:41][CH2:40][NH:39]1)=[O:37])(=[O:33])[CH3:32], predict the reaction product. The product is: [C:1]1([CH2:7][CH2:8][CH2:9][C:10]([N:12]2[C@@H:19]([C:20]([CH3:23])([CH3:22])[CH3:21])[CH2:18][CH2:17][C@H:13]2[C:14]([N:39]2[CH2:40][CH2:41][CH2:42][C@H:38]2[C:36](=[O:37])[CH2:35][O:34][C:31](=[O:33])[CH3:32])=[O:15])=[O:11])[CH:2]=[CH:3][CH:4]=[CH:5][CH:6]=1.